Dataset: NCI-60 drug combinations with 297,098 pairs across 59 cell lines. Task: Regression. Given two drug SMILES strings and cell line genomic features, predict the synergy score measuring deviation from expected non-interaction effect. (1) Drug 1: C1CN1P(=S)(N2CC2)N3CC3. Drug 2: C(=O)(N)NO. Cell line: HCC-2998. Synergy scores: CSS=12.4, Synergy_ZIP=-4.18, Synergy_Bliss=-3.61, Synergy_Loewe=-43.0, Synergy_HSA=-5.42. (2) Cell line: UO-31. Drug 2: CCC1(CC2CC(C3=C(CCN(C2)C1)C4=CC=CC=C4N3)(C5=C(C=C6C(=C5)C78CCN9C7C(C=CC9)(C(C(C8N6C)(C(=O)OC)O)OC(=O)C)CC)OC)C(=O)OC)O.OS(=O)(=O)O. Drug 1: CCC(=C(C1=CC=CC=C1)C2=CC=C(C=C2)OCCN(C)C)C3=CC=CC=C3.C(C(=O)O)C(CC(=O)O)(C(=O)O)O. Synergy scores: CSS=1.61, Synergy_ZIP=-0.988, Synergy_Bliss=-0.243, Synergy_Loewe=-1.01, Synergy_HSA=-1.07. (3) Drug 1: C1=NC2=C(N=C(N=C2N1C3C(C(C(O3)CO)O)O)F)N. Drug 2: C1=NC(=NC(=O)N1C2C(C(C(O2)CO)O)O)N. Cell line: A498. Synergy scores: CSS=-2.35, Synergy_ZIP=-3.22, Synergy_Bliss=-6.91, Synergy_Loewe=-26.3, Synergy_HSA=-11.1. (4) Drug 1: CC1=CC=C(C=C1)C2=CC(=NN2C3=CC=C(C=C3)S(=O)(=O)N)C(F)(F)F. Drug 2: CC1=C2C(C(=O)C3(C(CC4C(C3C(C(C2(C)C)(CC1OC(=O)C(C(C5=CC=CC=C5)NC(=O)C6=CC=CC=C6)O)O)OC(=O)C7=CC=CC=C7)(CO4)OC(=O)C)O)C)OC(=O)C. Cell line: HL-60(TB). Synergy scores: CSS=58.8, Synergy_ZIP=17.7, Synergy_Bliss=11.6, Synergy_Loewe=-57.8, Synergy_HSA=-0.742. (5) Drug 1: C1=CC=C(C(=C1)C(C2=CC=C(C=C2)Cl)C(Cl)Cl)Cl. Drug 2: C(CN)CNCCSP(=O)(O)O. Cell line: MDA-MB-435. Synergy scores: CSS=0.393, Synergy_ZIP=0.236, Synergy_Bliss=0.972, Synergy_Loewe=-1.19, Synergy_HSA=-0.767.